The task is: Regression. Given a peptide amino acid sequence and an MHC pseudo amino acid sequence, predict their binding affinity value. This is MHC class I binding data.. This data is from Peptide-MHC class I binding affinity with 185,985 pairs from IEDB/IMGT. (1) The peptide sequence is QLAFTYCQV. The MHC is HLA-A02:50 with pseudo-sequence HLA-A02:50. The binding affinity (normalized) is 1.00. (2) The peptide sequence is LSVIWMMWY. The MHC is HLA-A02:02 with pseudo-sequence HLA-A02:02. The binding affinity (normalized) is 0.257. (3) The peptide sequence is QMGRNSMKL. The MHC is HLA-A02:01 with pseudo-sequence HLA-A02:01. The binding affinity (normalized) is 0.149. (4) The peptide sequence is TPREAPYEL. The MHC is HLA-B44:02 with pseudo-sequence HLA-B44:02. The binding affinity (normalized) is 0.0847. (5) The peptide sequence is LTLKGTSYK. The MHC is HLA-A31:01 with pseudo-sequence HLA-A31:01. The binding affinity (normalized) is 0.422. (6) The peptide sequence is AGPLCIRM. The MHC is Mamu-B17 with pseudo-sequence Mamu-B17. The binding affinity (normalized) is 0. (7) The peptide sequence is QVPLRPMTSK. The MHC is HLA-B51:01 with pseudo-sequence HLA-B51:01. The binding affinity (normalized) is 0. (8) The peptide sequence is VFKVKLHEI. The MHC is HLA-A02:01 with pseudo-sequence HLA-A02:01. The binding affinity (normalized) is 0.0920. (9) The peptide sequence is VIEYAKSISK. The MHC is HLA-A68:01 with pseudo-sequence HLA-A68:01. The binding affinity (normalized) is 0.269. (10) The peptide sequence is VMETENALF. The MHC is HLA-B40:01 with pseudo-sequence HLA-B40:01. The binding affinity (normalized) is 0.0847.